This data is from Full USPTO retrosynthesis dataset with 1.9M reactions from patents (1976-2016). The task is: Predict the reactants needed to synthesize the given product. (1) Given the product [C:1]([C:3]1[CH:11]=[CH:10][CH:9]=[CH:8][C:4]=1[C:5]([O:7][C:12]1[CH:17]=[CH:16][CH:15]=[CH:14][CH:13]=1)=[O:6])#[N:2], predict the reactants needed to synthesize it. The reactants are: [C:1]([C:3]1[CH:11]=[CH:10][CH:9]=[CH:8][C:4]=1[C:5]([OH:7])=[O:6])#[N:2].[C:12]1(O)[CH:17]=[CH:16][CH:15]=[CH:14][CH:13]=1.C1CN([P+](ON2N=NC3C=CC=CC2=3)(N2CCCC2)N2CCCC2)CC1.F[P-](F)(F)(F)(F)F.C(N(CC)CC)C. (2) Given the product [CH3:12][NH:11][S:8]([C:5]1[CH:6]=[CH:7][C:2]([NH:1][C:23]([NH:48][C:44]2[CH:45]=[CH:46][CH:47]=[C:42]([B:37]3[O:36][C:35]([CH3:49])([CH3:34])[C:39]([CH3:40])([CH3:41])[O:38]3)[CH:43]=2)=[O:25])=[CH:3][CH:4]=1)(=[O:10])=[O:9], predict the reactants needed to synthesize it. The reactants are: [NH2:1][C:2]1[CH:7]=[CH:6][C:5]([S:8]([NH:11][CH3:12])(=[O:10])=[O:9])=[CH:4][CH:3]=1.C(N(C(C)C)CC)(C)C.Cl[C:23](Cl)([O:25]C(=O)OC(Cl)(Cl)Cl)Cl.[CH3:34][C:35]1([CH3:49])[C:39]([CH3:41])([CH3:40])[O:38][B:37]([C:42]2[CH:43]=[C:44]([NH2:48])[CH:45]=[CH:46][CH:47]=2)[O:36]1.